This data is from Catalyst prediction with 721,799 reactions and 888 catalyst types from USPTO. The task is: Predict which catalyst facilitates the given reaction. (1) The catalyst class is: 586. Reactant: [CH:1]([C:4]1[CH:13]=[CH:12][C:11]2[C:6](=[CH:7][CH:8]=[CH:9][CH:10]=2)[C:5]=1[CH:14]=[O:15])=[CH:2][CH3:3].[H][H]. Product: [CH2:1]([C:4]1[CH:13]=[CH:12][C:11]2[C:6](=[CH:7][CH:8]=[CH:9][CH:10]=2)[C:5]=1[CH:14]=[O:15])[CH2:2][CH3:3]. (2) Reactant: [CH3:1][C:2]1[S:3][C:4]([C:7]2[N:30](S(C3C=CC=CC=3)(=O)=O)[C:10]3=[N:11][CH:12]=[CH:13][C:14]([C:15]4[CH:16]=[CH:17][C:18]([O:23][CH:24]5[CH2:29][CH2:28][O:27][CH2:26][CH2:25]5)=[C:19]([CH:22]=4)[C:20]#[N:21])=[C:9]3[CH:8]=2)=[CH:5][N:6]=1.C1COCC1.FC(F)(F)CO. Product: [CH3:1][C:2]1[S:3][C:4]([C:7]2[NH:30][C:10]3=[N:11][CH:12]=[CH:13][C:14]([C:15]4[CH:16]=[CH:17][C:18]([O:23][CH:24]5[CH2:29][CH2:28][O:27][CH2:26][CH2:25]5)=[C:19]([CH:22]=4)[C:20]#[N:21])=[C:9]3[CH:8]=2)=[CH:5][N:6]=1. The catalyst class is: 6. (3) Reactant: [F:1][C:2]([F:25])([F:24])[C:3]1[CH:4]=[C:5]([C:9]2[CH:10]=[CH:11][C:12]3[S:19](=[O:21])(=[O:20])[N:18]4[CH2:22][C@H:15]([CH2:16][CH2:17]4)[NH:14][C:13]=3[N:23]=2)[CH:6]=[CH:7][CH:8]=1.[H-].[Na+].C1([O:34][C:35](=O)[NH:36][C:37]2[CH:38]=[N:39][CH:40]=[C:41]([F:43])[CH:42]=2)C=CC=CC=1.O. Product: [F:43][C:41]1[CH:42]=[C:37]([NH:36][C:35]([N:14]2[C:13]3[N:23]=[C:9]([C:5]4[CH:6]=[CH:7][CH:8]=[C:3]([C:2]([F:1])([F:24])[F:25])[CH:4]=4)[CH:10]=[CH:11][C:12]=3[S:19](=[O:21])(=[O:20])[N:18]3[CH2:22][C@@H:15]2[CH2:16][CH2:17]3)=[O:34])[CH:38]=[N:39][CH:40]=1. The catalyst class is: 3. (4) Reactant: [Cl:1][C:2]1[C:7]([O:8][CH3:9])=[CH:6][C:5]([O:10][CH3:11])=[CH:4][C:3]=1[C:12]1[C:24](=[O:25])[N:23]([CH2:26][CH2:27][C:28]2[N:33]=[CH:32][C:31]([NH:34][C:35](=[O:41])[O:36][C:37]([CH3:40])([CH3:39])[CH3:38])=[CH:30][CH:29]=2)[C:15]2[N:16]=[C:17](S(C)=O)[N:18]=[CH:19][C:14]=2[CH:13]=1.[CH3:42][NH2:43].Cl.C(OCC)(=O)C. Product: [Cl:1][C:2]1[C:7]([O:8][CH3:9])=[CH:6][C:5]([O:10][CH3:11])=[CH:4][C:3]=1[C:12]1[C:24](=[O:25])[N:23]([CH2:26][CH2:27][C:28]2[N:33]=[CH:32][C:31]([NH:34][C:35](=[O:41])[O:36][C:37]([CH3:40])([CH3:39])[CH3:38])=[CH:30][CH:29]=2)[C:15]2[N:16]=[C:17]([NH:43][CH3:42])[N:18]=[CH:19][C:14]=2[CH:13]=1. The catalyst class is: 16. (5) The catalyst class is: 27. Product: [CH3:1][N:2]([C:3]1[CH:8]=[CH:7][CH:6]=[CH:5][CH:4]=1)[CH2:9][C@@H:10]([OH:12])[CH3:11]. Reactant: [CH3:1][NH:2][C:3]1[CH:8]=[CH:7][CH:6]=[CH:5][CH:4]=1.[CH2:9]1[O:12][C@H:10]1[CH3:11]. (6) Product: [C:1]([O:5][C:6]([N:8]1[CH2:13][CH2:12][N:11]([CH:14]([C:27]2[CH:32]=[CH:31][CH:30]=[CH:29][C:28]=2[Cl:33])[CH2:15][NH2:16])[CH2:10][CH2:9]1)=[O:7])([CH3:4])([CH3:2])[CH3:3]. The catalyst class is: 351. Reactant: [C:1]([O:5][C:6]([N:8]1[CH2:13][CH2:12][N:11]([CH:14]([C:27]2[CH:32]=[CH:31][CH:30]=[CH:29][C:28]=2[Cl:33])[CH2:15][N:16]2C(=O)C3C(=CC=CC=3)C2=O)[CH2:10][CH2:9]1)=[O:7])([CH3:4])([CH3:3])[CH3:2].NN.